Dataset: Forward reaction prediction with 1.9M reactions from USPTO patents (1976-2016). Task: Predict the product of the given reaction. Given the reactants ClC[C:3]([N:5]([CH2:12][CH2:13][C:14]1[CH:19]=[CH:18][C:17]([F:20])=[C:16]([C:21]#[N:22])[CH:15]=1)[CH2:6][CH2:7][NH:8][C:9](=O)[O-])=[O:4].C(O)(C(F)(F)F)=O.C([O-])([O-])=O.[K+].[K+], predict the reaction product. The product is: [F:20][C:17]1[CH:18]=[CH:19][C:14]([CH2:13][CH2:12][N:5]2[CH2:6][CH2:7][NH:8][CH2:9][C:3]2=[O:4])=[CH:15][C:16]=1[C:21]#[N:22].